Dataset: Full USPTO retrosynthesis dataset with 1.9M reactions from patents (1976-2016). Task: Predict the reactants needed to synthesize the given product. (1) Given the product [C:41]([NH:44][C:45]1[CH:50]=[C:49]([C:8]2[N:9]=[C:10]3[C:16]([C:17]4[CH:22]=[CH:21][CH:20]=[CH:19][CH:18]=4)=[C:15]([C:23]4[CH:24]=[CH:25][C:26]([C:29]5([NH:33][C:34](=[O:40])[O:35][C:36]([CH3:37])([CH3:38])[CH3:39])[CH2:32][CH2:31][CH2:30]5)=[CH:27][CH:28]=4)[O:14][C:11]3=[N:12][CH:13]=2)[CH:48]=[CH:47][CH:46]=1)(=[O:43])[CH3:42], predict the reactants needed to synthesize it. The reactants are: C(=O)([O-])[O-].[Cs+].[Cs+].Cl[C:8]1[N:9]=[C:10]2[C:16]([C:17]3[CH:22]=[CH:21][CH:20]=[CH:19][CH:18]=3)=[C:15]([C:23]3[CH:28]=[CH:27][C:26]([C:29]4([NH:33][C:34](=[O:40])[O:35][C:36]([CH3:39])([CH3:38])[CH3:37])[CH2:32][CH2:31][CH2:30]4)=[CH:25][CH:24]=3)[O:14][C:11]2=[N:12][CH:13]=1.[C:41]([NH:44][C:45]1[CH:46]=[C:47](B(O)O)[CH:48]=[CH:49][CH:50]=1)(=[O:43])[CH3:42]. (2) Given the product [CH3:8][CH:9]1[C:17]2[CH:16]=[CH:15][CH:14]=[CH:13][C:12]=2[CH:11]2[CH2:18][C:10]12[C:19]([O:21][CH2:22][CH3:23])=[O:20], predict the reactants needed to synthesize it. The reactants are: C(N(CC)CC)C.[CH2:8]=[C:9]1[C:17]2[CH:16]=[CH:15][CH:14]=[CH:13][C:12]=2[CH:11]2[CH2:18][C:10]12[C:19]([O:21][CH2:22][CH3:23])=[O:20].